The task is: Predict the product of the given reaction.. This data is from Forward reaction prediction with 1.9M reactions from USPTO patents (1976-2016). (1) Given the reactants [CH3:1][O:2][C:3]1[CH:22]=[CH:21][C:6]([CH2:7][O:8][C@H:9]([C@H:11]([OH:20])[C@H:12]([CH:18]=[CH2:19])[CH2:13][CH2:14][CH:15]([CH3:17])[CH3:16])[CH3:10])=[CH:5][CH:4]=1.CC(O[Bi](OC(C)=O)([C:28]1[CH:33]=[CH:32][CH:31]=[CH:30][CH:29]=1)([C:28]1[CH:33]=[CH:32][CH:31]=[CH:30][CH:29]=1)[C:28]1[CH:33]=[CH:32][CH:31]=[CH:30][CH:29]=1)=O.C1(N(C)C2CCCCC2)CCCCC1, predict the reaction product. The product is: [CH3:1][O:2][C:3]1[CH:4]=[CH:5][C:6]([CH2:7][O:8][C@H:9]([C@H:11]([O:20][C:28]2[CH:33]=[CH:32][CH:31]=[CH:30][CH:29]=2)[C@H:12]([CH:18]=[CH2:19])[CH2:13][CH2:14][CH:15]([CH3:16])[CH3:17])[CH3:10])=[CH:21][CH:22]=1. (2) Given the reactants [F:1][C:2]1[CH:7]=[CH:6][C:5]([C:8]2([CH:12]3[C:21]4[C:16](=[CH:17][CH:18]=[C:19]([O:22][CH2:23][CH2:24][NH:25][S:26]([CH2:29][CH2:30][CH3:31])(=[O:28])=[O:27])[CH:20]=4)[CH2:15][CH2:14][NH:13]3)[CH2:11][CH2:10][CH2:9]2)=[CH:4][CH:3]=1.CS[C:34]([NH:46][C:47](=[O:56])[O:48][CH2:49][C:50]1[CH:55]=[CH:54][CH:53]=[CH:52][CH:51]=1)=[N:35][C:36](=[O:45])[O:37][CH2:38][C:39]1[CH:44]=[CH:43][CH:42]=[CH:41][CH:40]=1.C(N(CC)CC)C, predict the reaction product. The product is: [F:1][C:2]1[CH:7]=[CH:6][C:5]([C:8]2([CH:12]3[C:21]4[C:16](=[CH:17][CH:18]=[C:19]([O:22][CH2:23][CH2:24][NH:25][S:26]([CH2:29][CH2:30][CH3:31])(=[O:27])=[O:28])[CH:20]=4)[CH2:15][CH2:14][N:13]3/[C:34](/[NH:46][C:47](=[O:56])[O:48][CH2:49][C:50]3[CH:55]=[CH:54][CH:53]=[CH:52][CH:51]=3)=[N:35]/[C:36](=[O:45])[O:37][CH2:38][C:39]3[CH:40]=[CH:41][CH:42]=[CH:43][CH:44]=3)[CH2:9][CH2:10][CH2:11]2)=[CH:4][CH:3]=1.